Dataset: Forward reaction prediction with 1.9M reactions from USPTO patents (1976-2016). Task: Predict the product of the given reaction. Given the reactants [CH2:1]([O:3][C:4]([C@H:6]1[C@@H:11]([NH2:12])[C@H:10]2[CH2:13][C@@H:7]1[CH2:8][CH2:9]2)=[O:5])[CH3:2].[F:14][C:15]1[CH:16]=[C:17]([CH:20]=[CH:21][C:22]=1[CH3:23])[CH:18]=O.C(O)(=O)C.C([BH3-])#N.[Na+], predict the reaction product. The product is: [CH2:1]([O:3][C:4]([C@H:6]1[C@@H:11]([NH:12][CH2:18][C:17]2[CH:20]=[CH:21][C:22]([CH3:23])=[C:15]([F:14])[CH:16]=2)[C@H:10]2[CH2:13][C@@H:7]1[CH2:8][CH2:9]2)=[O:5])[CH3:2].